From a dataset of TCR-epitope binding with 47,182 pairs between 192 epitopes and 23,139 TCRs. Binary Classification. Given a T-cell receptor sequence (or CDR3 region) and an epitope sequence, predict whether binding occurs between them. (1) The epitope is LLFNKVTLA. The TCR CDR3 sequence is CASSSTGVGYTF. Result: 0 (the TCR does not bind to the epitope). (2) Result: 0 (the TCR does not bind to the epitope). The TCR CDR3 sequence is CASSQEPHQPQHF. The epitope is ATVVIGTSK. (3) The epitope is DPFRLLQNSQVFS. The TCR CDR3 sequence is CSAASDGPDTQYF. Result: 1 (the TCR binds to the epitope). (4) The epitope is LVLSVNPYV. The TCR CDR3 sequence is CASSQGPSGNYEQYF. Result: 0 (the TCR does not bind to the epitope). (5) The epitope is TPQDLNTML. The TCR CDR3 sequence is CSAREDEGWGGYTF. Result: 0 (the TCR does not bind to the epitope). (6) The epitope is IPSINVHHY. The TCR CDR3 sequence is CASSRRASYEQYF. Result: 0 (the TCR does not bind to the epitope). (7) The epitope is RAKFKQLL. The TCR CDR3 sequence is CASSLTVAGDTEAFF. Result: 1 (the TCR binds to the epitope). (8) The epitope is SEETGTLIV. The TCR CDR3 sequence is CASHQTGTGSNQPQHF. Result: 0 (the TCR does not bind to the epitope). (9) Result: 0 (the TCR does not bind to the epitope). The TCR CDR3 sequence is CASSQDDRLAGELFF. The epitope is KAFSPEVIPMF.